From a dataset of Catalyst prediction with 721,799 reactions and 888 catalyst types from USPTO. Predict which catalyst facilitates the given reaction. Reactant: [NH2:1][CH2:2][C:3]1([CH3:15])[CH2:7][CH2:6][N:5]([C:8]([O:10][C:11]([CH3:14])([CH3:13])[CH3:12])=[O:9])[CH2:4]1.[O:16]1[C@:18]2([CH2:23][CH2:22][CH2:21][C@H:20]([CH2:24][N:25]3[C:29]4[CH:30]=[C:31]([C:34]#[N:35])[CH:32]=[CH:33][C:28]=4[N:27]=[CH:26]3)[CH2:19]2)[CH2:17]1. Product: [C:34]([C:31]1[CH:32]=[CH:33][C:28]2[N:27]=[CH:26][N:25]([CH2:24][C@H:20]3[CH2:21][CH2:22][CH2:23][C@:18]([CH2:17][NH:1][CH2:2][C:3]4([CH3:15])[CH2:7][CH2:6][N:5]([C:8]([O:10][C:11]([CH3:14])([CH3:13])[CH3:12])=[O:9])[CH2:4]4)([OH:16])[CH2:19]3)[C:29]=2[CH:30]=1)#[N:35]. The catalyst class is: 32.